The task is: Predict the reaction yield, written as a fraction of the theoretical maximum amount of product (1.0 means a 100% yield; for example, 0.34 means a 34% yield).. This data is from Reaction yield outcomes from USPTO patents with 853,638 reactions. The reactants are B(Br)(Br)Br.C[O:6][C:7]1[C:12]([C:13]2[CH:18]=[CH:17][CH:16]=[CH:15][CH:14]=2)=[C:11]([O:19]C)[CH:10]=[CH:9][C:8]=1[CH2:21][CH2:22][C:23]([OH:25])=[O:24].[CH2:26](Cl)Cl. No catalyst specified. The product is [OH:6][C:7]1[C:12]([C:13]2[CH:18]=[CH:17][CH:16]=[CH:15][CH:14]=2)=[C:11]([OH:19])[CH:10]=[CH:9][C:8]=1[CH2:21][CH2:22][C:23]([O:25][CH3:26])=[O:24]. The yield is 0.940.